From a dataset of Catalyst prediction with 721,799 reactions and 888 catalyst types from USPTO. Predict which catalyst facilitates the given reaction. (1) Reactant: [C:1]1(B(O)O)[CH:6]=[CH:5][CH:4]=[CH:3][CH:2]=1.F[B-](F)(F)F.[CH:34]1(P([CH:34]2[CH2:39][CH2:38][CH2:37][CH2:36][CH2:35]2)C2C(OC)=CC(OC)=CC=2OC)[CH2:39][CH2:38][CH2:37][CH2:36][CH2:35]1.[C:40](=[O:43])([O-])[O-:41].[K+].[K+]. Product: [CH2:2]([C:1]1[C:40](=[O:43])[O:41][C@H:5]([C:34]2[CH:35]=[CH:36][CH:37]=[CH:38][CH:39]=2)[C:6]=1[C:1]1[CH:6]=[CH:5][CH:4]=[CH:3][CH:2]=1)[CH2:3][CH3:4]. The catalyst class is: 487. (2) Reactant: [N+:1]([C:4]1[CH:5]=[C:6]([NH:10][C:11]2[N:18]=[CH:17][CH:16]=[CH:15][C:12]=2[CH:13]=O)[CH:7]=[CH:8][CH:9]=1)([O-:3])=[O:2].[N:19]1[CH:24]=[CH:23][C:22]([CH2:25][CH2:26][CH2:27][CH2:28][CH2:29][CH2:30][CH2:31][CH2:32][C:33](OC)=[O:34])=[CH:21][CH:20]=1.[Li+].CC([N-]C(C)C)C. Product: [N+:1]([C:4]1[CH:5]=[C:6]([N:10]2[C:11]3[C:12](=[CH:15][CH:16]=[CH:17][N:18]=3)[CH:13]=[C:32]([CH2:31][CH2:30][CH2:29][CH2:28][CH2:27][CH2:26][CH2:25][C:22]3[CH:21]=[CH:20][N:19]=[CH:24][CH:23]=3)[C:33]2=[O:34])[CH:7]=[CH:8][CH:9]=1)([O-:3])=[O:2]. The catalyst class is: 3. (3) Reactant: Cl[C:2]1[C:3]2[C:4](=[CH:13][N:14](CC3C=CC(OC)=CC=3)[N:15]=2)[N:5]=[C:6]([C:8]2[N:9]=[CH:10][S:11][CH:12]=2)[N:7]=1.[CH3:25][O:26][C:27]1[CH:28]=[C:29]([CH:31]=[CH:32][C:33]=1[O:34][CH3:35])[NH2:30].Cl. Product: [CH3:25][O:26][C:27]1[CH:28]=[C:29]([NH:30][C:2]2[C:3]3[NH:15][N:14]=[CH:13][C:4]=3[N:5]=[C:6]([C:8]3[N:9]=[CH:10][S:11][CH:12]=3)[N:7]=2)[CH:31]=[CH:32][C:33]=1[O:34][CH3:35]. The catalyst class is: 71.